From a dataset of Forward reaction prediction with 1.9M reactions from USPTO patents (1976-2016). Predict the product of the given reaction. (1) Given the reactants [CH3:1][N:2]1[C:7](=[O:8])[C:6]([C:9]2[CH:14]=[CH:13][C:12]([O:15][C:16]3[CH:21]=[CH:20][N:19]=[C:18]([C:22]4[CH:23]=[N:24][N:25]([CH3:27])[CH:26]=4)[CH:17]=3)=[C:11]([CH3:28])[N:10]=2)=[CH:5][N:4]=[C:3]1SC.[NH:31]1[CH2:35][CH2:34][CH2:33][CH2:32]1, predict the reaction product. The product is: [CH3:1][N:2]1[C:7](=[O:8])[C:6]([C:9]2[CH:14]=[CH:13][C:12]([O:15][C:16]3[CH:21]=[CH:20][N:19]=[C:18]([C:22]4[CH:23]=[N:24][N:25]([CH3:27])[CH:26]=4)[CH:17]=3)=[C:11]([CH3:28])[N:10]=2)=[CH:5][N:4]=[C:3]1[N:31]1[CH2:35][CH2:34][CH2:33][CH2:32]1. (2) Given the reactants [NH2:1][C:2]1[CH:3]=[C:4]([NH:9][C:10](=[O:22])[C:11]2[CH:16]=[CH:15][CH:14]=[C:13]([C:17]([C:20]#[N:21])([CH3:19])[CH3:18])[CH:12]=2)[CH:5]=[CH:6][C:7]=1[CH3:8].C[Al](C)C.[F:27][C:28]([F:47])([F:46])[C:29]([NH:31][C:32]1[C:40]2[C:35](=[N:36][CH:37]=[CH:38][N:39]=2)[S:34][C:33]=1[C:41](OCC)=[O:42])=[O:30], predict the reaction product. The product is: [C:20]([C:17]([C:13]1[CH:12]=[C:11]([CH:16]=[CH:15][CH:14]=1)[C:10]([NH:9][C:4]1[CH:5]=[CH:6][C:7]([CH3:8])=[C:2]([NH:1][C:41]([C:33]2[S:34][C:35]3=[N:36][CH:37]=[CH:38][N:39]=[C:40]3[C:32]=2[NH:31][C:29](=[O:30])[C:28]([F:27])([F:47])[F:46])=[O:42])[CH:3]=1)=[O:22])([CH3:19])[CH3:18])#[N:21]. (3) Given the reactants [C:1]1([S:7][CH2:8][C:9]2[NH:14][C:13](=[O:15])[C:12]([O:16]C3CCCCO3)=[CH:11][N:10]=2)[CH:6]=[CH:5][CH:4]=[CH:3][CH:2]=1.Cl, predict the reaction product. The product is: [OH:16][C:12]1[C:13](=[O:15])[NH:14][C:9]([CH2:8][S:7][C:1]2[CH:6]=[CH:5][CH:4]=[CH:3][CH:2]=2)=[N:10][CH:11]=1. (4) Given the reactants [Cl:1][C:2]1[C:7]2[S:8][CH:9]=[C:10]([CH2:11][O:12][C@@H:13]([C:20]3[CH:25]=[CH:24][C:23]([Cl:26])=[CH:22][C:21]=3[Cl:27])[CH2:14][N:15]3[CH:19]=[CH:18][N:17]=[CH:16]3)[C:6]=2[CH:5]=[CH:4][CH:3]=1.O.[N+:29]([O-:32])([OH:31])=[O:30], predict the reaction product. The product is: [N+:29]([O-:32])([OH:31])=[O:30].[Cl:1][C:2]1[C:7]2[S:8][CH:9]=[C:10]([CH2:11][O:12][C@@H:13]([C:20]3[CH:25]=[CH:24][C:23]([Cl:26])=[CH:22][C:21]=3[Cl:27])[CH2:14][N:15]3[CH:19]=[CH:18][N:17]=[CH:16]3)[C:6]=2[CH:5]=[CH:4][CH:3]=1. (5) The product is: [NH:60]1[C:59]([NH:58][C:23]([C:22]2[CH:26]=[CH:27][C:19]([CH2:18][N:17]3[C:13]([C:11]([NH:10][C:7]4[CH:8]=[CH:9][C:4]([O:3][C:2]([F:38])([F:1])[F:37])=[CH:5][CH:6]=4)=[O:12])=[CH:14][C:15]([C:28]4[CH:33]=[C:32]([F:34])[C:31]([F:35])=[C:30]([F:36])[CH:29]=4)=[N:16]3)=[CH:20][CH:21]=2)=[O:24])=[N:63][N:62]=[N:61]1. Given the reactants [F:1][C:2]([F:38])([F:37])[O:3][C:4]1[CH:9]=[CH:8][C:7]([NH:10][C:11]([C:13]2[N:17]([CH2:18][C:19]3[CH:27]=[CH:26][C:22]([C:23](O)=[O:24])=[CH:21][CH:20]=3)[N:16]=[C:15]([C:28]3[CH:33]=[C:32]([F:34])[C:31]([F:35])=[C:30]([F:36])[CH:29]=3)[CH:14]=2)=[O:12])=[CH:6][CH:5]=1.C1C=NC2N(O)N=NC=2C=1.CCN(C(C)C)C(C)C.[NH2:58][C:59]1[NH:63][N:62]=[N:61][N:60]=1.C(Cl)CCl, predict the reaction product. (6) Given the reactants [CH2:1]([O:12][C:13]1[CH:66]=[CH:65][C:16]([C:17]([O:19][C:20]2[CH:64]=[CH:63][C:23]([C:24]([O:26][C:27]3[CH:32]=[CH:31][CH:30]=[C:29](OC(=O)C4C=CC(OC(=O)C5C=CC(OCCCCCCCCCC=C)=CC=5)=CC=4)[CH:28]=3)=[O:25])=[CH:22][CH:21]=2)=[O:18])=[CH:15][CH:14]=1)[CH2:2][CH2:3][CH2:4][CH2:5][CH2:6][CH2:7][CH2:8][CH2:9][CH:10]=[CH2:11].[C:67]1(C=CC=C(O)C=1)O.[CH2:75]([O:87][C:88]1[CH:105]=[CH:104][C:91]([C:92]([O:94][C:95]2[CH:103]=[CH:102][C:98]([C:99]([OH:101])=[O:100])=[CH:97][CH:96]=2)=[O:93])=[CH:90][CH:89]=1)[CH2:76][CH2:77][CH2:78][CH2:79][CH2:80][CH2:81][CH2:82][CH2:83][CH2:84][CH2:85][CH3:86].C1CCC(N=C=NC2CCCCC2)CC1, predict the reaction product. The product is: [CH2:75]([O:87][C:88]1[CH:105]=[CH:104][C:91]([C:92]([O:94][C:95]2[CH:103]=[CH:102][C:98]([C:99]([O:101][C:31]3[CH:30]=[CH:29][CH:28]=[C:27]([O:26][C:24](=[O:25])[C:23]4[CH:22]=[CH:21][C:20]([O:19][C:17](=[O:18])[C:16]5[CH:65]=[CH:66][C:13]([O:12][CH2:1][CH2:2][CH2:3][CH2:4][CH2:5][CH2:6][CH2:7][CH2:8][CH2:9][CH2:10][CH2:11][CH3:67])=[CH:14][CH:15]=5)=[CH:64][CH:63]=4)[CH:32]=3)=[O:100])=[CH:97][CH:96]=2)=[O:93])=[CH:90][CH:89]=1)[CH2:76][CH2:77][CH2:78][CH2:79][CH2:80][CH2:81][CH2:82][CH2:83][CH2:84][CH2:85][CH3:86]. (7) Given the reactants Br[C:2]1[CH:3]=[N:4][C:5](Cl)=[C:6]([CH:9]=1)[C:7]#[N:8].Br[C:12]1[CH:17]=[CH:16][C:15]([N:18]2[C:22](=[O:23])[N:21]([CH2:24][CH2:25][CH3:26])[N:20]=[CH:19]2)=[C:14]([F:27])[CH:13]=1.[CH3:28][C@@H:29]1[N:34](C2N=CC(B3OC(C)(C)C(C)(C)O3)=CN=2)[CH2:33][CH2:32][N:31]([C:50]([O:52][C:53]([CH3:56])([CH3:55])[CH3:54])=[O:51])[CH2:30]1.BrC1C=CC(N2C(=O)N(C)N=C2)=C(F)C=1, predict the reaction product. The product is: [C:7]([C:6]1[C:5]([N:34]2[CH2:33][CH2:32][N:31]([C:50]([O:52][C:53]([CH3:56])([CH3:55])[CH3:54])=[O:51])[CH2:30][C@@H:29]2[CH3:28])=[N:4][CH:3]=[C:2]([C:12]2[CH:17]=[CH:16][C:15]([N:18]3[C:22](=[O:23])[N:21]([CH2:24][CH2:25][CH3:26])[N:20]=[CH:19]3)=[C:14]([F:27])[CH:13]=2)[CH:9]=1)#[N:8].